Dataset: NCI-60 drug combinations with 297,098 pairs across 59 cell lines. Task: Regression. Given two drug SMILES strings and cell line genomic features, predict the synergy score measuring deviation from expected non-interaction effect. (1) Drug 1: CN(C)N=NC1=C(NC=N1)C(=O)N. Drug 2: CCCCC(=O)OCC(=O)C1(CC(C2=C(C1)C(=C3C(=C2O)C(=O)C4=C(C3=O)C=CC=C4OC)O)OC5CC(C(C(O5)C)O)NC(=O)C(F)(F)F)O. Cell line: A549. Synergy scores: CSS=0.501, Synergy_ZIP=-1.19, Synergy_Bliss=-2.21, Synergy_Loewe=-3.01, Synergy_HSA=-2.99. (2) Drug 1: COC1=CC(=CC(=C1O)OC)C2C3C(COC3=O)C(C4=CC5=C(C=C24)OCO5)OC6C(C(C7C(O6)COC(O7)C8=CC=CS8)O)O. Drug 2: C1=CN(C=N1)CC(O)(P(=O)(O)O)P(=O)(O)O. Cell line: MCF7. Synergy scores: CSS=-0.125, Synergy_ZIP=-8.69, Synergy_Bliss=-28.1, Synergy_Loewe=-46.7, Synergy_HSA=-26.3. (3) Drug 1: C1=CC(=CC=C1C#N)C(C2=CC=C(C=C2)C#N)N3C=NC=N3. Drug 2: C1C(C(OC1N2C=C(C(=O)NC2=O)F)CO)O. Cell line: UO-31. Synergy scores: CSS=36.9, Synergy_ZIP=-0.889, Synergy_Bliss=-3.44, Synergy_Loewe=-43.7, Synergy_HSA=-6.17.